From a dataset of Reaction yield outcomes from USPTO patents with 853,638 reactions. Predict the reaction yield, written as a fraction of the theoretical maximum amount of product (1.0 means a 100% yield; for example, 0.34 means a 34% yield). (1) The reactants are [I:1][C:2]1[C:10]2[C:9]([C:11]#[N:12])=[CH:8][CH:7]=[CH:6][C:5]=2[NH:4][N:3]=1.[CH2:13]1[CH2:18][O:17][CH:16]=[CH:15][CH2:14]1.CC1C=CC(S(O)(=O)=O)=CC=1. The catalyst is C1COCC1. The product is [I:1][C:2]1[C:10]2[C:9]([C:11]#[N:12])=[CH:8][CH:7]=[CH:6][C:5]=2[N:4]([CH:16]2[CH2:15][CH2:14][CH2:13][CH2:18][O:17]2)[N:3]=1. The yield is 0.840. (2) The reactants are Br[C:2]1[CH:3]=[C:4]2[C:9](=[CH:10][CH:11]=1)[C:8]([CH3:13])([CH3:12])[CH2:7][CH2:6][C:5]2([CH3:15])[CH3:14].C([Li])CCC.C1C[O:24][CH2:23]C1. No catalyst specified. The product is [CH3:12][C:8]1([CH3:13])[CH2:7][CH2:6][C:5]([CH3:15])([CH3:14])[C:4]2[CH:3]=[C:2]([CH:23]=[O:24])[CH:11]=[CH:10][C:9]1=2. The yield is 1.00. (3) The reactants are Cl[CH2:2][C:3]([NH:5][C:6]1[C:11]([CH2:12][OH:13])=[CH:10][CH:9]=[CH:8][C:7]=1[Cl:14])=[O:4].CN(C)[CH:17]=[N:18][C:19](=[S:40])[NH:20][C:21]([C:34]1[CH:39]=[CH:38][CH:37]=[CH:36][CH:35]=1)([C:28]1[CH:33]=[CH:32][CH:31]=[CH:30][CH:29]=1)[C:22]1[CH:27]=[CH:26][CH:25]=[CH:24][CH:23]=1. The catalyst is CO. The product is [Cl:14][C:7]1[CH:8]=[CH:9][CH:10]=[C:11]([CH2:12][OH:13])[C:6]=1[NH:5][C:3]([C:2]1[S:40][C:19]([NH:20][C:21]([C:28]2[CH:33]=[CH:32][CH:31]=[CH:30][CH:29]=2)([C:22]2[CH:23]=[CH:24][CH:25]=[CH:26][CH:27]=2)[C:34]2[CH:39]=[CH:38][CH:37]=[CH:36][CH:35]=2)=[N:18][CH:17]=1)=[O:4]. The yield is 0.760. (4) The reactants are [N:1]12[CH2:7][C:4]([C:8]([C:16]3[CH:21]=[CH:20][CH:19]=[CH:18][CH:17]=3)([C:10]3[CH:15]=[CH:14][CH:13]=[CH:12][CH:11]=3)O)([CH2:5][CH2:6]1)[CH2:3][CH2:2]2.[Al+3].[Cl-].[Cl-].[Cl-].[Si]([C:30]#[N:31])(C)(C)C.C([O-])([O-])=O.[K+].[K+]. The catalyst is ClCCCl.CCOC(C)=O. The product is [N:1]12[CH2:7][C:4]([C:8]([C:16]3[CH:21]=[CH:20][CH:19]=[CH:18][CH:17]=3)([C:10]3[CH:15]=[CH:14][CH:13]=[CH:12][CH:11]=3)[C:30]#[N:31])([CH2:5][CH2:6]1)[CH2:3][CH2:2]2. The yield is 0.567. (5) The reactants are C[O:2][C:3]([C:5]1[CH:21]=[CH:20][C:8]2[C:9]([CH2:13][C:14]3[CH:19]=[CH:18][CH:17]=[CH:16][CH:15]=3)([CH3:12])[CH2:10][O:11][C:7]=2[CH:6]=1)=[O:4].[OH-].[Na+].C(O)C.Cl. The catalyst is O1CCCC1.O. The product is [CH2:13]([C:9]1([CH3:12])[C:8]2[CH:20]=[CH:21][C:5]([C:3]([OH:4])=[O:2])=[CH:6][C:7]=2[O:11][CH2:10]1)[C:14]1[CH:19]=[CH:18][CH:17]=[CH:16][CH:15]=1. The yield is 1.00. (6) The reactants are [CH2:1]([O:10][C:11]1[CH:19]=[CH:18][C:14]([C:15]([OH:17])=[O:16])=[CH:13][CH:12]=1)[CH2:2][CH2:3][CH2:4][CH2:5][CH2:6][CH2:7][CH2:8][CH3:9].C(Cl)(=O)C(Cl)=O.O[C:27]1[CH:62]=[CH:61][C:30]([CH2:31][N:32]([CH2:53][C:54]([O:56]C(C)(C)C)=[O:55])[C:33](=[O:52])[C:34]2[CH:39]=[CH:38][C:37]([NH:40][C:41](=[O:51])[CH2:42][C:43]3[CH:48]=[CH:47][C:46]([O:49][CH3:50])=[CH:45][CH:44]=3)=[CH:36][CH:35]=2)=[CH:29][CH:28]=1.C(O)(C(F)(F)F)=O. The catalyst is C(Cl)Cl.CN(C=O)C. The product is [CH3:50][O:49][C:46]1[CH:45]=[CH:44][C:43]([CH2:42][C:41]([NH:40][C:37]2[CH:36]=[CH:35][C:34]([C:33]([N:32]([CH2:53][C:54]([OH:56])=[O:55])[CH2:31][C:30]3[CH:29]=[CH:28][C:27]([O:16][C:15](=[O:17])[C:14]4[CH:13]=[CH:12][C:11]([O:10][CH2:1][CH2:2][CH2:3][CH2:4][CH2:5][CH2:6][CH2:7][CH2:8][CH3:9])=[CH:19][CH:18]=4)=[CH:62][CH:61]=3)=[O:52])=[CH:39][CH:38]=2)=[O:51])=[CH:48][CH:47]=1. The yield is 0.120.